Dataset: Reaction yield outcomes from USPTO patents with 853,638 reactions. Task: Predict the reaction yield, written as a fraction of the theoretical maximum amount of product (1.0 means a 100% yield; for example, 0.34 means a 34% yield). The reactants are [CH3:1][Si](C[Mg]Cl)(C)C.[Cl:8][C:9]1[CH:23]=[C:22]([Cl:24])[C:21]([O:25][CH2:26][C:27]2[CH:32]=[CH:31][C:30]([O:33][CH3:34])=[CH:29][CH:28]=2)=[CH:20][C:10]=1[O:11][C:12]1[N:16]([CH3:17])[N:15]=[CH:14][C:13]=1[CH:18]=O.S(=O)(=O)(O)O.O. The catalyst is O1CCCC1. The product is [Cl:8][C:9]1[CH:23]=[C:22]([Cl:24])[C:21]([O:25][CH2:26][C:27]2[CH:32]=[CH:31][C:30]([O:33][CH3:34])=[CH:29][CH:28]=2)=[CH:20][C:10]=1[O:11][C:12]1[N:16]([CH3:17])[N:15]=[CH:14][C:13]=1[CH:18]=[CH2:1]. The yield is 0.410.